From a dataset of Reaction yield outcomes from USPTO patents with 853,638 reactions. Predict the reaction yield, written as a fraction of the theoretical maximum amount of product (1.0 means a 100% yield; for example, 0.34 means a 34% yield). (1) The reactants are [F:1][C:2]([F:7])([F:6])[C:3]([OH:5])=[O:4].C([O:15][C:16](=[O:41])[C:17]([CH2:39][CH3:40])([CH2:37][CH3:38])[CH2:18][C:19]1[S:20][C:21]([C:24]([O:26][C:27]2[CH:32]=[CH:31][C:30]([C:33](=[NH:35])[NH2:34])=[CH:29][C:28]=2[F:36])=[O:25])=[CH:22][CH:23]=1)C1C=CC=CC=1. The catalyst is CC(O)C.O.[OH-].[Pd+2].[OH-]. The product is [F:1][C:2]([F:7])([F:6])[C:3]([OH:5])=[O:4].[C:33]([C:30]1[CH:31]=[CH:32][C:27]([O:26][C:24]([C:21]2[S:20][C:19]([CH2:18][C:17]([CH2:39][CH3:40])([CH2:37][CH3:38])[C:16]([OH:41])=[O:15])=[CH:23][CH:22]=2)=[O:25])=[C:28]([F:36])[CH:29]=1)(=[NH:34])[NH2:35]. The yield is 0.990. (2) The product is [Cl:21][C:22]1[CH:30]=[C:29]([Cl:31])[CH:28]=[CH:27][C:23]=1[C:24]([N:10]([C:7]1[CH:8]=[CH:9][C:4]([O:3][C:2]([F:1])([F:19])[F:20])=[CH:5][CH:6]=1)[C:11]1[S:12][CH:13]=[C:14]([C:16]([OH:18])=[O:17])[N:15]=1)=[O:25]. The catalyst is C1COCC1. The reactants are [F:1][C:2]([F:20])([F:19])[O:3][C:4]1[CH:9]=[CH:8][C:7]([NH:10][C:11]2[S:12][CH:13]=[C:14]([C:16]([OH:18])=[O:17])[N:15]=2)=[CH:6][CH:5]=1.[Cl:21][C:22]1[CH:30]=[C:29]([Cl:31])[CH:28]=[CH:27][C:23]=1[C:24](Cl)=[O:25].C(=O)([O-])[O-].[K+].[K+]. The yield is 0.790. (3) The reactants are [NH2:1][C:2]1[CH:7]=[CH:6][C:5]([C:8]2[S:12][C:11]([C:13]3[N:14]([CH2:25][C:26]4[CH:31]=[CH:30][C:29]([F:32])=[CH:28][C:27]=4[F:33])[C:15](=[O:24])[C:16]4[C:21]([CH:22]=3)=[CH:20][CH:19]=[CH:18][C:17]=4[Cl:23])=[CH:10][CH:9]=2)=[CH:4][C:3]=1[C:34]([F:37])([F:36])[F:35].[CH:38](=O)[CH3:39]. The catalyst is C1(C)C=CC=CC=1.C(O)(=O)C. The product is [Cl:23][C:17]1[CH:18]=[CH:19][CH:20]=[C:21]2[C:16]=1[C:15](=[O:24])[N:14]([CH2:25][C:26]1[CH:31]=[CH:30][C:29]([F:32])=[CH:28][C:27]=1[F:33])[C:13]([C:11]1[S:12][C:8]([C:5]3[CH:6]=[CH:7][C:2]([NH:1][CH2:38][CH3:39])=[C:3]([C:34]([F:37])([F:36])[F:35])[CH:4]=3)=[CH:9][CH:10]=1)=[CH:22]2. The yield is 0.340.